This data is from Forward reaction prediction with 1.9M reactions from USPTO patents (1976-2016). The task is: Predict the product of the given reaction. (1) The product is: [NH2:27][C:4]1[S:3][C:2]([C:37]2[CH:38]=[C:39]([CH3:42])[CH:40]=[CH:41][C:36]=2[F:35])=[N:6][C:5]=1[C:7]([NH:8][C:9]1[CH:10]=[N:11][N:12]([CH2:22][CH:23]([F:24])[F:25])[C:13]=1[N:14]1[CH2:20][CH2:19][CH2:18][CH:17]([OH:21])[CH2:16][CH2:15]1)=[O:26]. Given the reactants Br[C:2]1[S:3][C:4]([NH:27]C(=O)OC(C)(C)C)=[C:5]([C:7](=[O:26])[NH:8][C:9]2[CH:10]=[N:11][N:12]([CH2:22][CH:23]([F:25])[F:24])[C:13]=2[N:14]2[CH2:20][CH2:19][CH2:18][CH:17]([OH:21])[CH2:16][CH2:15]2)[N:6]=1.[F:35][C:36]1[CH:41]=[CH:40][C:39]([CH3:42])=[CH:38][C:37]=1B(O)O, predict the reaction product. (2) Given the reactants [OH:1][CH2:2][C:3]1[N:4]=[C:5]([CH:8]=[CH:9][C:10]2[CH:15]=[CH:14][C:13]([C:16]([F:19])([F:18])[F:17])=[CH:12][CH:11]=2)[O:6][CH:7]=1.CC([O-])(C)C.[Na+].[Br:26][C:27]1[CH:28]=[N:29][C:30](Cl)=[N:31][CH:32]=1.C(Cl)(Cl)Cl, predict the reaction product. The product is: [Br:26][C:27]1[CH:28]=[N:29][C:30]([O:1][CH2:2][C:3]2[N:4]=[C:5]([CH:8]=[CH:9][C:10]3[CH:15]=[CH:14][C:13]([C:16]([F:19])([F:18])[F:17])=[CH:12][CH:11]=3)[O:6][CH:7]=2)=[N:31][CH:32]=1. (3) Given the reactants [C:1]1([S:7]([NH:10][C:11]2[S:15][C:14]3[CH2:16][CH2:17][CH2:18][CH2:19][C:13]=3[C:12]=2[C:20]([O:22][CH2:23][CH3:24])=[O:21])(=[O:9])=[O:8])[CH:6]=[CH:5][CH:4]=[CH:3][CH:2]=1.N[C:26]1SC(C2C=CC=CC=2)=C[C:30]=1C(OCC)=O.C1(S(Cl)(=O)=O)C=CC=CC=1, predict the reaction product. The product is: [C:1]1([S:7]([NH:10][C:11]2[S:15][C:14]([C:16]3[CH:17]=[CH:18][CH:19]=[CH:30][CH:26]=3)=[CH:13][C:12]=2[C:20]([O:22][CH2:23][CH3:24])=[O:21])(=[O:9])=[O:8])[CH:6]=[CH:5][CH:4]=[CH:3][CH:2]=1. (4) Given the reactants Br[C:2]1[N:6]2[CH:7]=[C:8]([CH:22]3[CH2:24][CH2:23]3)[C:9]([O:11][CH2:12][C:13]34[CH2:20][CH2:19][C:16]([F:21])([CH2:17][CH2:18]3)[CH2:15][CH2:14]4)=[CH:10][C:5]2=[N:4][N:3]=1.CS(N)(=O)=O.[CH:30]1([S:33]([NH2:36])(=[O:35])=[O:34])[CH2:32][CH2:31]1, predict the reaction product. The product is: [CH:22]1([C:8]2[C:9]([O:11][CH2:12][C:13]34[CH2:18][CH2:17][C:16]([F:21])([CH2:19][CH2:20]3)[CH2:15][CH2:14]4)=[CH:10][C:5]3[N:6]([C:2]([NH:36][S:33]([CH:30]4[CH2:32][CH2:31]4)(=[O:35])=[O:34])=[N:3][N:4]=3)[CH:7]=2)[CH2:24][CH2:23]1. (5) Given the reactants C[N+]1([O-])CC[O:5]CC1.C([C:12]1[CH:17]=[C:16]([N+:18]([O-:20])=[O:19])[CH:15]=[C:14]([F:21])[C:13]=1[OH:22])C=C.[CH3:23][C:24]([CH3:26])=[O:25].O, predict the reaction product. The product is: [F:21][C:14]1[C:13]([OH:22])=[C:12]([CH2:23][CH:24]([OH:25])[CH2:26][OH:5])[CH:17]=[C:16]([N+:18]([O-:20])=[O:19])[CH:15]=1. (6) Given the reactants [CH3:1][N:2]([CH3:7])P(Cl)(Cl)=O.[CH3:8][O:9][C:10]1[CH:11]=[C:12]([CH:16]=[CH:17][C:18]=1[N+:19]([O-:21])=[O:20])[C:13](O)=[O:14], predict the reaction product. The product is: [CH3:8][O:9][C:10]1[CH:11]=[C:12]([CH:16]=[CH:17][C:18]=1[N+:19]([O-:21])=[O:20])[C:13]([N:2]([CH3:7])[CH3:1])=[O:14]. (7) Given the reactants [CH3:1][C:2]1[C:7]([N+:8]([O-:10])=[O:9])=[CH:6][CH:5]=[CH:4][C:3]=1[CH:11](O)[CH2:12][C:13]([O:15][CH2:16][CH3:17])=[O:14].C(N(CC)CC)C.CS(Cl)(=O)=O.C1CCN2C(=NCCC2)CC1, predict the reaction product. The product is: [CH3:1][C:2]1[C:7]([N+:8]([O-:10])=[O:9])=[CH:6][CH:5]=[CH:4][C:3]=1[CH:11]=[CH:12][C:13]([O:15][CH2:16][CH3:17])=[O:14]. (8) The product is: [CH2:1]([NH:8][C:9]1[N:14]2[N:15]=[CH:16][C:17]([C:18]([NH:40][S:37]([CH3:36])(=[O:39])=[O:38])=[O:19])=[C:13]2[N:12]=[CH:11][C:10]=1[C:21]([N:23]1[CH2:28][CH2:27][N:26]([C:29]2[CH:30]=[CH:31][C:32]([F:35])=[CH:33][CH:34]=2)[CH2:25][CH2:24]1)=[O:22])[C:2]1[CH:7]=[CH:6][CH:5]=[CH:4][CH:3]=1. Given the reactants [CH2:1]([NH:8][C:9]1[N:14]2[N:15]=[CH:16][C:17]([C:18](O)=[O:19])=[C:13]2[N:12]=[CH:11][C:10]=1[C:21]([N:23]1[CH2:28][CH2:27][N:26]([C:29]2[CH:34]=[CH:33][C:32]([F:35])=[CH:31][CH:30]=2)[CH2:25][CH2:24]1)=[O:22])[C:2]1[CH:7]=[CH:6][CH:5]=[CH:4][CH:3]=1.[CH3:36][S:37]([NH2:40])(=[O:39])=[O:38], predict the reaction product. (9) Given the reactants Br[C:2]1[CH:7]=[CH:6][C:5]([CH:8]2[CH2:27][CH2:26][CH2:25][C:9]32[N:13]([CH3:14])[C:12](=[O:15])[N:11]([C:16]2[CH:21]=[C:20]([Cl:22])[CH:19]=[C:18]([Cl:23])[CH:17]=2)[C:10]3=[O:24])=[CH:4][CH:3]=1.[C:28]([Cu])#[N:29].C(N)CN, predict the reaction product. The product is: [Cl:23][C:18]1[CH:17]=[C:16]([N:11]2[C:10](=[O:24])[C@:9]3([CH2:25][CH2:26][CH2:27][C@H:8]3[C:5]3[CH:6]=[CH:7][C:2]([C:28]#[N:29])=[CH:3][CH:4]=3)[N:13]([CH3:14])[C:12]2=[O:15])[CH:21]=[C:20]([Cl:22])[CH:19]=1. (10) Given the reactants Cl[C:2]1[C:7]2[CH:8]=[C:9]([N:11]3[CH2:15][CH2:14][N:13]([C:16]4[CH:17]=[N:18][CH:19]=[CH:20][C:21]=4[CH3:22])[C:12]3=[O:23])[S:10][C:6]=2[CH:5]=[CH:4][N:3]=1, predict the reaction product. The product is: [CH3:22][C:21]1[CH:20]=[CH:19][N:18]=[CH:17][C:16]=1[N:13]1[CH2:14][CH2:15][N:11]([C:9]2[S:10][C:6]3[CH:5]=[CH:4][N:3]=[CH:2][C:7]=3[CH:8]=2)[C:12]1=[O:23].